Task: Predict the product of the given reaction.. Dataset: Forward reaction prediction with 1.9M reactions from USPTO patents (1976-2016) The product is: [NH2:1][C:2]1[C:7]2=[C:8]([C:13]3[CH:18]=[CH:17][C:16]([NH:19][C:20]([NH:22][C:23]4[CH:28]=[C:27]([C:29]([F:30])([F:32])[F:31])[CH:26]=[CH:25][N:24]=4)=[O:21])=[C:15]([F:33])[CH:14]=3)[C:9]([CH3:11])=[CH:10][N:6]2[N:5]=[CH:4][N:3]=1. Given the reactants [NH2:1][C:2]1[C:7]2=[C:8]([C:13]3[CH:18]=[CH:17][C:16]([NH:19][C:20]([NH:22][C:23]4[CH:28]=[C:27]([C:29]([F:32])([F:31])[F:30])[CH:26]=[CH:25][N:24]=4)=[O:21])=[C:15]([F:33])[CH:14]=3)[C:9]([CH2:11]O)=[CH:10][N:6]2[N:5]=[CH:4][N:3]=1.S(Cl)(Cl)=O.CCC(C)[BH-](C(C)CC)C(C)CC.[Li+], predict the reaction product.